This data is from Forward reaction prediction with 1.9M reactions from USPTO patents (1976-2016). The task is: Predict the product of the given reaction. (1) Given the reactants [CH2:1]([O:3][C:4]1([O:15][CH2:16]C)[CH2:9][CH2:8][CH:7]([C:10](OCC)=[O:11])[CH2:6][CH2:5]1)C.[H-].[Al+3].[Li+].[H-].[H-].[H-].O, predict the reaction product. The product is: [CH3:16][O:15][C:4]1([O:3][CH3:1])[CH2:9][CH2:8][CH:7]([CH2:10][OH:11])[CH2:6][CH2:5]1. (2) Given the reactants Br[C:2]1[C:10]2[C:9]([NH:11][C@H:12]([C:14]3[N:19]([C:20]4[CH:25]=[CH:24][CH:23]=[CH:22][CH:21]=4)[C:18](=[O:26])[C:17]4=[C:27]([CH3:30])[CH:28]=[CH:29][N:16]4[N:15]=3)[CH3:13])=[N:8][CH:7]=[N:6][C:5]=2[N:4]([CH2:31][O:32][CH2:33][CH2:34][Si:35]([CH3:38])([CH3:37])[CH3:36])[CH:3]=1.[F:39][C:40]1[CH:41]=[C:42]([CH:53]=[C:54]([O:56][CH3:57])[CH:55]=1)[CH2:43]B1OC(C)(C)C(C)(C)O1.C(=O)([O-])[O-].[Na+].[Na+], predict the reaction product. The product is: [F:39][C:40]1[CH:41]=[C:42]([CH:53]=[C:54]([O:56][CH3:57])[CH:55]=1)[CH2:43][C:2]1[C:10]2[C:9]([NH:11][C@H:12]([C:14]3[N:19]([C:20]4[CH:25]=[CH:24][CH:23]=[CH:22][CH:21]=4)[C:18](=[O:26])[C:17]4=[C:27]([CH3:30])[CH:28]=[CH:29][N:16]4[N:15]=3)[CH3:13])=[N:8][CH:7]=[N:6][C:5]=2[N:4]([CH2:31][O:32][CH2:33][CH2:34][Si:35]([CH3:38])([CH3:37])[CH3:36])[CH:3]=1. (3) Given the reactants Cl[C:2]1[CH:7]=[CH:6][C:5]([Br:8])=[CH:4][N:3]=1.O.[NH2:10][NH2:11], predict the reaction product. The product is: [Br:8][C:5]1[CH:6]=[CH:7][C:2]([NH:10][NH2:11])=[N:3][CH:4]=1. (4) Given the reactants Cl[CH:2]([CH:14]1[CH2:19][CH2:18][CH2:17][CH2:16][CH2:15]1)[C:3]1[O:4][C:5]2[CH:12]=[CH:11][C:10]([CH3:13])=[CH:9][C:6]=2[C:7]=1[CH3:8].[NH2:20][C:21]1[CH:26]=[CH:25][C:24]([C:27]([N:29]([CH3:37])[CH2:30][CH2:31][C:32]([O:34][CH2:35][CH3:36])=[O:33])=[O:28])=[CH:23][CH:22]=1.[I-].[Na+].C(=O)([O-])[O-].[Na+].[Na+].Cl, predict the reaction product. The product is: [CH:14]1([CH:2]([NH:20][C:21]2[CH:22]=[CH:23][C:24]([C:27]([N:29]([CH3:37])[CH2:30][CH2:31][C:32]([O:34][CH2:35][CH3:36])=[O:33])=[O:28])=[CH:25][CH:26]=2)[C:3]2[O:4][C:5]3[CH:12]=[CH:11][C:10]([CH3:13])=[CH:9][C:6]=3[C:7]=2[CH3:8])[CH2:19][CH2:18][CH2:17][CH2:16][CH2:15]1. (5) Given the reactants [OH:1][C@H:2]([C:5]1[CH:6]=[C:7]([CH:15]=[C:16]([C:18]([F:21])([F:20])[F:19])[CH:17]=1)[C:8]([O:10][C:11]([CH3:14])([CH3:13])[CH3:12])=[O:9])[CH2:3][OH:4].[Si:22](Cl)([C:25]([CH3:28])([CH3:27])[CH3:26])([CH3:24])[CH3:23].N1C=CN=C1.O, predict the reaction product. The product is: [Si:22]([O:4][CH2:3][C@@H:2]([C:5]1[CH:6]=[C:7]([CH:15]=[C:16]([C:18]([F:19])([F:20])[F:21])[CH:17]=1)[C:8]([O:10][C:11]([CH3:14])([CH3:12])[CH3:13])=[O:9])[OH:1])([C:25]([CH3:28])([CH3:27])[CH3:26])([CH3:24])[CH3:23]. (6) Given the reactants [NH2:1][C:2]1[CH:18]=[CH:17][CH:16]=[CH:15][C:3]=1[O:4][C:5]1[CH:6]=[C:7]([C:13]#[N:14])[C:8](=[CH:11][CH:12]=1)[C:9]#[N:10].[C:19](OC(=O)C)(=[O:21])[CH3:20], predict the reaction product. The product is: [C:13]([C:7]1[CH:6]=[C:5]([CH:12]=[CH:11][C:8]=1[C:9]#[N:10])[O:4][C:3]1[CH:15]=[CH:16][CH:17]=[CH:18][C:2]=1[NH:1][C:19](=[O:21])[CH3:20])#[N:14].